This data is from Full USPTO retrosynthesis dataset with 1.9M reactions from patents (1976-2016). The task is: Predict the reactants needed to synthesize the given product. (1) The reactants are: [NH2:1][C@@H:2]1[C:11]([CH3:13])([CH3:12])[C:10]2[CH:9]=[C:8]([C:14]([NH2:16])=[O:15])[CH:7]=[CH:6][C:5]=2[CH2:4][C@H:3]1[O:17][CH3:18].O=[CH:20][CH2:21][CH2:22][NH:23][C:24]([CH:26]1[CH2:31][CH2:30][CH2:29][CH2:28][CH2:27]1)=[O:25].C(O)(C(F)(F)F)=O. Given the product [CH:26]1([C:24]([NH:23][CH2:22][CH2:21][CH2:20][NH:1][C@@H:2]2[C:11]([CH3:13])([CH3:12])[C:10]3[CH:9]=[C:8]([C:14]([NH2:16])=[O:15])[CH:7]=[CH:6][C:5]=3[CH2:4][C@H:3]2[O:17][CH3:18])=[O:25])[CH2:31][CH2:30][CH2:29][CH2:28][CH2:27]1, predict the reactants needed to synthesize it. (2) The reactants are: [F:1][C:2]1[CH:7]=[C:6]([C:8]([F:11])([F:10])[F:9])[CH:5]=[CH:4][C:3]=1[C:12]1[N:20]=[CH:19][N:18]=[C:17]2[C:13]=1[N:14]=[CH:15][N:16]2[C:21]1[CH:26]=[CH:25][C:24]([O:27]C)=[CH:23][CH:22]=1.B(Br)(Br)Br.CO.O. Given the product [F:1][C:2]1[CH:7]=[C:6]([C:8]([F:9])([F:10])[F:11])[CH:5]=[CH:4][C:3]=1[C:12]1[N:20]=[CH:19][N:18]=[C:17]2[C:13]=1[N:14]=[CH:15][N:16]2[C:21]1[CH:26]=[CH:25][C:24]([OH:27])=[CH:23][CH:22]=1, predict the reactants needed to synthesize it.